Predict the reaction yield, written as a fraction of the theoretical maximum amount of product (1.0 means a 100% yield; for example, 0.34 means a 34% yield). From a dataset of Reaction yield outcomes from USPTO patents with 853,638 reactions. The reactants are [Si:1]([O:8][C@@H:9]([C@@H:35]([CH3:82])/[CH:36]=[CH:37]\[C@@H:38]([O:74][Si:75]([C:78]([CH3:81])([CH3:80])[CH3:79])([CH3:77])[CH3:76])[CH2:39][C@H:40]([O:66][Si:67]([C:70]([CH3:73])([CH3:72])[CH3:71])([CH3:69])[CH3:68])[C@H:41]([CH3:65])/[CH:42]=[CH:43]/[CH2:44][O:45][C:46]([C:59]1[CH:64]=[CH:63][CH:62]=[CH:61][CH:60]=1)([C:53]1[CH:58]=[CH:57][CH:56]=[CH:55][CH:54]=1)[C:47]1[CH:52]=[CH:51][CH:50]=[CH:49][CH:48]=1)[C@@H:10]([CH3:34])[CH2:11][CH2:12][CH2:13][CH2:14][C:15](=[O:33])[C@@H:16]([C@@H:18]1[C@@H:23]([CH3:24])[CH2:22][O:21][CH:20]([C:25]2[CH:30]=[CH:29][C:28]([O:31][CH3:32])=[CH:27][CH:26]=2)[O:19]1)[CH3:17])([C:4]([CH3:7])([CH3:6])[CH3:5])([CH3:3])[CH3:2]. The catalyst is C1COCC1. The product is [Si:1]([O:8][C@@H:9]([C@@H:35]([CH3:82])/[CH:36]=[CH:37]\[C@@H:38]([O:74][Si:75]([C:78]([CH3:81])([CH3:80])[CH3:79])([CH3:77])[CH3:76])[CH2:39][C@H:40]([O:66][Si:67]([C:70]([CH3:73])([CH3:72])[CH3:71])([CH3:68])[CH3:69])[C@H:41]([CH3:65])/[CH:42]=[CH:43]/[CH2:44][O:45][C:46]([C:47]1[CH:52]=[CH:51][CH:50]=[CH:49][CH:48]=1)([C:59]1[CH:64]=[CH:63][CH:62]=[CH:61][CH:60]=1)[C:53]1[CH:54]=[CH:55][CH:56]=[CH:57][CH:58]=1)[C@@H:10]([CH3:34])[CH2:11][CH2:12][CH2:13][CH2:14][C@@H:15]([OH:33])[C@@H:16]([C@@H:18]1[C@@H:23]([CH3:24])[CH2:22][O:21][CH:20]([C:25]2[CH:30]=[CH:29][C:28]([O:31][CH3:32])=[CH:27][CH:26]=2)[O:19]1)[CH3:17])([C:4]([CH3:5])([CH3:6])[CH3:7])([CH3:2])[CH3:3]. The yield is 0.950.